From a dataset of hERG Central: cardiac toxicity at 1µM, 10µM, and general inhibition. Predict hERG channel inhibition at various concentrations. (1) The molecule is Cc1nc(N2CCN(C(=O)c3ccco3)CC2)c2c3c(sc2n1)CC(C)CC3. Results: hERG_inhib (hERG inhibition (general)): blocker. (2) The compound is Cc1ccn2cc(CCNS(=O)(=O)c3ccc([N+](=O)[O-])cc3)nc2c1. Results: hERG_inhib (hERG inhibition (general)): blocker. (3) The drug is CN(C)S(=O)(=O)c1cccc(C(=O)N(Cc2ccc(F)cc2)Cc2ccco2)c1. Results: hERG_inhib (hERG inhibition (general)): blocker. (4) The molecule is Cc1ccc(C(=O)N/C(=C\c2cccs2)C(=O)NCCCN2CCOCC2)cc1. Results: hERG_inhib (hERG inhibition (general)): blocker. (5) Results: hERG_inhib (hERG inhibition (general)): blocker. The drug is Cc1ccccc1CN1C[C@@H]2C[C@@H](c3cn[nH]c3-c3ccc(F)cc3)N3CCC[C@@]23C1=O. (6) The molecule is CC(O)CNc1nc2ccccc2n1-c1ncnc2sc3c(c12)CCC3. Results: hERG_inhib (hERG inhibition (general)): blocker.